Predict the product of the given reaction. From a dataset of Forward reaction prediction with 1.9M reactions from USPTO patents (1976-2016). (1) Given the reactants C(O[BH-](OC(=O)C)OC(=O)C)(=O)C.[Na+].[NH2:15][CH2:16][C:17]1[CH:18]=[C:19]([C:23]2[CH:28]=[CH:27][C:26](=[O:29])[N:25]([CH2:30][CH2:31][O:32][C:33]3[C:42]4[C:37](=[CH:38][C:39]([O:45][CH3:46])=[C:40]([CH:43]=[O:44])[CH:41]=4)[N:36]=[CH:35][CH:34]=3)[N:24]=2)[CH:20]=[CH:21][CH:22]=1.C([O-])([O-])=O.[K+].[K+], predict the reaction product. The product is: [NH2:15][CH2:16][C:17]1[CH:18]=[C:19]([C:23]2[CH:28]=[CH:27][C:26](=[O:29])[N:25]([CH2:30][CH2:31][O:32][C:33]3[C:42]4[C:37](=[CH:38][C:39]([O:45][CH3:46])=[C:40]([CH2:43][OH:44])[CH:41]=4)[N:36]=[CH:35][CH:34]=3)[N:24]=2)[CH:20]=[CH:21][CH:22]=1. (2) Given the reactants [C:1]([O:5][C:6](=[O:27])[NH:7][CH2:8][C@H:9]1[CH2:14][CH2:13][C@H:12]([CH2:15][NH:16][C:17]2[C:22]([N+:23]([O-:25])=[O:24])=[CH:21][N:20]=[C:19](Cl)[N:18]=2)[CH2:11][CH2:10]1)([CH3:4])([CH3:3])[CH3:2].CCN(C(C)C)C(C)C.[NH2:37][CH2:38][C:39]1[CH:40]=[C:41]([CH:48]=[CH:49][CH:50]=1)[C:42]([NH:44][CH2:45][CH2:46][OH:47])=[O:43], predict the reaction product. The product is: [C:1]([O:5][C:6](=[O:27])[NH:7][CH2:8][CH:9]1[CH2:14][CH2:13][CH:12]([CH2:15][NH:16][C:17]2[C:22]([N+:23]([O-:25])=[O:24])=[CH:21][N:20]=[C:19]([NH:37][CH2:38][C:39]3[CH:50]=[CH:49][CH:48]=[C:41]([C:42](=[O:43])[NH:44][CH2:45][CH2:46][OH:47])[CH:40]=3)[N:18]=2)[CH2:11][CH2:10]1)([CH3:4])([CH3:3])[CH3:2]. (3) Given the reactants Br[C:2]1[C:11]2[C:6](=[CH:7][C:8]([Cl:12])=[CH:9][CH:10]=2)[C:5]2=[N:13][NH:14][C:15](=[O:16])[N:4]2[CH:3]=1.[C:17]([O:21][C:22](=[O:36])[NH:23][CH2:24]/[CH:25]=[CH:26]/B1OC(C)(C)C(C)(C)O1)([CH3:20])([CH3:19])[CH3:18], predict the reaction product. The product is: [C:17]([O:21][C:22](=[O:36])[NH:23][CH2:24]/[CH:25]=[CH:26]/[C:2]1[C:11]2[C:6](=[CH:7][C:8]([Cl:12])=[CH:9][CH:10]=2)[C:5]2=[N:13][NH:14][C:15](=[O:16])[N:4]2[CH:3]=1)([CH3:20])([CH3:19])[CH3:18]. (4) Given the reactants C([NH:8][C:9]1[CH:10]=[CH:11][C:12]([CH:15]([CH3:17])[CH3:16])=[N:13][CH:14]=1)(OC(C)(C)C)=O.Cl.C1(C)C=CC=CC=1.[OH-].[Na+], predict the reaction product. The product is: [NH2:8][C:9]1[CH:10]=[CH:11][C:12]([CH:15]([CH3:17])[CH3:16])=[N:13][CH:14]=1. (5) Given the reactants [O:1]=[C:2]1[C:10]2[C:5](=[CH:6][CH:7]=[CH:8][CH:9]=2)[C:4](=[O:11])[N:3]1[CH2:12][CH2:13][CH2:14][CH2:15][CH2:16][C:17]([OH:19])=[O:18].C(N=C=NC(C)C)(C)C.[F:29][C:30]1[C:35](O)=[C:34]([F:37])[C:33]([F:38])=[C:32]([F:39])[C:31]=1[F:40], predict the reaction product. The product is: [F:29][C:30]1[C:35]([O:18][C:17](=[O:19])[CH2:16][CH2:15][CH2:14][CH2:13][CH2:12][N:3]2[C:4](=[O:11])[C:5]3[C:10](=[CH:9][CH:8]=[CH:7][CH:6]=3)[C:2]2=[O:1])=[C:34]([F:37])[C:33]([F:38])=[C:32]([F:39])[C:31]=1[F:40]. (6) Given the reactants [CH3:1][O:2][C:3]1[CH:10]=[CH:9][C:6]([CH:7]=[O:8])=[CH:5][CH:4]=1.[C-]#N.[Na+], predict the reaction product. The product is: [OH:8][CH:7]([C:6]1[CH:9]=[CH:10][C:3]([O:2][CH3:1])=[CH:4][CH:5]=1)[C:7]([C:6]1[CH:9]=[CH:10][C:3]([O:2][CH3:1])=[CH:4][CH:5]=1)=[O:8]. (7) Given the reactants [F:1][CH:2]([F:34])[C:3]1[CH:7]=[C:6]([CH:8]([F:10])[F:9])[N:5]([CH2:11][C:12]([N:14]2[CH2:19][CH2:18][CH:17]([C:20]3[S:21][CH:22]=[C:23]([C:25]4[CH2:29][CH:28]([C:30]([O:32]C)=[O:31])[O:27][N:26]=4)[N:24]=3)[CH2:16][CH2:15]2)=[O:13])[N:4]=1.O.[OH-].[Li+], predict the reaction product. The product is: [F:34][CH:2]([F:1])[C:3]1[CH:7]=[C:6]([CH:8]([F:10])[F:9])[N:5]([CH2:11][C:12]([N:14]2[CH2:19][CH2:18][CH:17]([C:20]3[S:21][CH:22]=[C:23]([C:25]4[CH2:29][CH:28]([C:30]([OH:32])=[O:31])[O:27][N:26]=4)[N:24]=3)[CH2:16][CH2:15]2)=[O:13])[N:4]=1.